Dataset: Forward reaction prediction with 1.9M reactions from USPTO patents (1976-2016). Task: Predict the product of the given reaction. Given the reactants Br[C:2]1[C:3]([OH:15])=[CH:4][CH:5]=[C:6]2[C:10]=1[N:9]([CH2:11][C@H:12]([OH:14])[CH3:13])[N:8]=[CH:7]2.[N:16]([O-:18])=[O:17].[Na+].O, predict the reaction product. The product is: [OH:14][C@H:12]([CH3:13])[CH2:11][N:9]1[C:10]2[C:6](=[CH:5][CH:4]=[C:3]([OH:15])[C:2]=2[N+:16]([O-:18])=[O:17])[CH:7]=[N:8]1.